This data is from NCI-60 drug combinations with 297,098 pairs across 59 cell lines. The task is: Regression. Given two drug SMILES strings and cell line genomic features, predict the synergy score measuring deviation from expected non-interaction effect. (1) Drug 1: CC(C1=C(C=CC(=C1Cl)F)Cl)OC2=C(N=CC(=C2)C3=CN(N=C3)C4CCNCC4)N. Drug 2: CC1=C(C=C(C=C1)NC(=O)C2=CC=C(C=C2)CN3CCN(CC3)C)NC4=NC=CC(=N4)C5=CN=CC=C5. Cell line: SF-295. Synergy scores: CSS=8.30, Synergy_ZIP=-1.65, Synergy_Bliss=-4.02, Synergy_Loewe=-29.2, Synergy_HSA=-5.33. (2) Drug 1: C1CC(=O)NC(=O)C1N2CC3=C(C2=O)C=CC=C3N. Drug 2: C1=C(C(=O)NC(=O)N1)N(CCCl)CCCl. Cell line: CAKI-1. Synergy scores: CSS=51.2, Synergy_ZIP=0.778, Synergy_Bliss=0.840, Synergy_Loewe=-4.17, Synergy_HSA=3.65. (3) Drug 1: CN1CCC(CC1)COC2=C(C=C3C(=C2)N=CN=C3NC4=C(C=C(C=C4)Br)F)OC. Drug 2: C1C(C(OC1N2C=C(C(=O)NC2=O)F)CO)O. Cell line: SN12C. Synergy scores: CSS=27.4, Synergy_ZIP=-6.11, Synergy_Bliss=-7.49, Synergy_Loewe=-11.0, Synergy_HSA=-5.20. (4) Drug 1: CC(C1=C(C=CC(=C1Cl)F)Cl)OC2=C(N=CC(=C2)C3=CN(N=C3)C4CCNCC4)N. Drug 2: C1=NNC2=C1C(=O)NC=N2. Cell line: CAKI-1. Synergy scores: CSS=30.0, Synergy_ZIP=-3.31, Synergy_Bliss=3.64, Synergy_Loewe=7.03, Synergy_HSA=7.11. (5) Drug 1: CS(=O)(=O)C1=CC(=C(C=C1)C(=O)NC2=CC(=C(C=C2)Cl)C3=CC=CC=N3)Cl. Drug 2: CC1=C(C=C(C=C1)C(=O)NC2=CC(=CC(=C2)C(F)(F)F)N3C=C(N=C3)C)NC4=NC=CC(=N4)C5=CN=CC=C5. Cell line: OVCAR3. Synergy scores: CSS=-2.33, Synergy_ZIP=0.144, Synergy_Bliss=-1.96, Synergy_Loewe=-4.94, Synergy_HSA=-5.64.